From a dataset of Peptide-MHC class I binding affinity with 185,985 pairs from IEDB/IMGT. Regression. Given a peptide amino acid sequence and an MHC pseudo amino acid sequence, predict their binding affinity value. This is MHC class I binding data. (1) The peptide sequence is QCFSVVLRY. The MHC is HLA-A02:12 with pseudo-sequence HLA-A02:12. The binding affinity (normalized) is 0.0847. (2) The peptide sequence is ERLKIRGAL. The MHC is HLA-A23:01 with pseudo-sequence HLA-A23:01. The binding affinity (normalized) is 0. (3) The peptide sequence is NILPHDLIF. The MHC is HLA-A32:01 with pseudo-sequence HLA-A32:01. The binding affinity (normalized) is 0.101. (4) The peptide sequence is TPNNLNKIQL. The MHC is HLA-B53:01 with pseudo-sequence HLA-B53:01. The binding affinity (normalized) is 0.262. (5) The peptide sequence is VLAAECTIFK. The MHC is HLA-A68:01 with pseudo-sequence HLA-A68:01. The binding affinity (normalized) is 0.487. (6) The MHC is Mamu-A01 with pseudo-sequence Mamu-A01. The peptide sequence is TEPAQARL. The binding affinity (normalized) is 0. (7) The peptide sequence is YTAVKPLVY. The MHC is HLA-B46:01 with pseudo-sequence HLA-B46:01. The binding affinity (normalized) is 0.453. (8) The peptide sequence is RRFTQAIYD. The MHC is HLA-A69:01 with pseudo-sequence HLA-A69:01. The binding affinity (normalized) is 0.0847.